This data is from Forward reaction prediction with 1.9M reactions from USPTO patents (1976-2016). The task is: Predict the product of the given reaction. (1) Given the reactants [NH2:1][C:2]1[CH:7]=[CH:6][C:5]([Br:8])=[CH:4][C:3]=1[C:9]([C:11]1[CH:16]=[CH:15][CH:14]=[CH:13][CH:12]=1)=O.[CH:17]1([C:20](=[O:25])[CH2:21][C:22](=O)[CH3:23])[CH2:19][CH2:18]1.C(O)(C)C, predict the reaction product. The product is: [Br:8][C:5]1[CH:4]=[C:3]2[C:2](=[CH:7][CH:6]=1)[N:1]=[C:22]([CH3:23])[C:21]([C:20]([CH:17]1[CH2:19][CH2:18]1)=[O:25])=[C:9]2[C:11]1[CH:16]=[CH:15][CH:14]=[CH:13][CH:12]=1. (2) Given the reactants [NH2:1][CH2:2][C:3]([OH:5])=[O:4].[S:6](Cl)([C:9]1[CH:15]=[CH:14][C:12]([CH3:13])=[CH:11][CH:10]=1)(=[O:8])=[O:7], predict the reaction product. The product is: [CH3:13][C:12]1[CH:14]=[CH:15][C:9]([S:6]([NH:1][CH2:2][C:3]([OH:5])=[O:4])(=[O:8])=[O:7])=[CH:10][CH:11]=1. (3) Given the reactants [CH2:1]([NH:8][C:9]([C@H:11]1[CH2:20][C:19]23[CH2:21][CH2:22][C@:12]1([OH:47])[CH:13]1[O:30][C:28]4=[C:29]5[C@@:14]12[CH2:15][CH2:16][N:17]([CH2:43][CH:44]1[CH2:46][CH2:45]1)[C@@H:18]3[CH2:23][C:24]5=[CH:25][CH:26]=[C:27]4OC1N(C2C=CC=CC=2)N=NN=1)=[O:10])[C:2]1[CH:7]=[CH:6][CH:5]=[CH:4][CH:3]=1.C1C=CC=CC=1.O.NN, predict the reaction product. The product is: [CH2:1]([NH:8][C:9]([C@H:11]1[CH2:20][C:19]23[CH2:21][CH2:22][C@:12]1([OH:47])[CH:13]1[O:30][C:28]4=[C:29]5[C@@:14]12[CH2:15][CH2:16][N:17]([CH2:43][CH:44]1[CH2:45][CH2:46]1)[C@@H:18]3[CH2:23][C:24]5=[CH:25][CH:26]=[CH:27]4)=[O:10])[C:2]1[CH:7]=[CH:6][CH:5]=[CH:4][CH:3]=1. (4) Given the reactants [CH3:1][N:2]([CH2:4][C:5]1[C:6]([O:22][CH2:23][CH:24]2[CH2:26][CH2:25]2)=[CH:7][C:8]2[O:12][N:11]=[C:10]([CH2:13][CH2:14][CH:15]3[CH2:20][CH2:19][NH:18][CH2:17][CH2:16]3)[C:9]=2[CH:21]=1)[CH3:3].[CH:27](=O)[C:28]1[CH:33]=[CH:32][CH:31]=[CH:30][CH:29]=1.C(O[BH-](OC(=O)C)OC(=O)C)(=O)C.[Na+].C(=O)(O)[O-].[Na+].C(=O)([O-])[O-].[Na+].[Na+], predict the reaction product. The product is: [CH3:1][N:2]([CH2:4][C:5]1[C:6]([O:22][CH2:23][CH:24]2[CH2:25][CH2:26]2)=[CH:7][C:8]2[O:12][N:11]=[C:10]([CH2:13][CH2:14][CH:15]3[CH2:20][CH2:19][N:18]([CH2:27][C:28]4[CH:33]=[CH:32][CH:31]=[CH:30][CH:29]=4)[CH2:17][CH2:16]3)[C:9]=2[CH:21]=1)[CH3:3]. (5) Given the reactants [Cl:1][C:2]1[CH:3]=[CH:4][C:5]([O:21][CH2:22][CH:23]([CH2:26][CH3:27])[CH2:24][CH3:25])=[C:6]([CH:20]=1)[CH2:7][N:8]1[C:12]2=[CH:13][N:14]=[C:15]([C:17](N)=[O:18])[CH:16]=[C:11]2[CH:10]=[N:9]1.[O:28]1CCOCC1, predict the reaction product. The product is: [Cl:1][C:2]1[CH:3]=[CH:4][C:5]([O:21][CH2:22][CH:23]([CH2:26][CH3:27])[CH2:24][CH3:25])=[C:6]([CH:20]=1)[CH2:7][N:8]1[C:12]2=[CH:13][N:14]=[C:15]([C:17]([OH:18])=[O:28])[CH:16]=[C:11]2[CH:10]=[N:9]1. (6) Given the reactants C(Cl)CCl.[Cl:5][C:6]1[S:7][CH:8]=[C:9]([C:11]([OH:13])=O)[N:10]=1.[Si:14]([O:21][CH2:22][CH2:23][NH:24][C:25]1[N:30]=[C:29]([O:31][CH3:32])[C:28]([NH2:33])=[C:27]([O:34][CH3:35])[N:26]=1)([C:17]([CH3:20])([CH3:19])[CH3:18])([CH3:16])[CH3:15].OC1C2N=NNC=2C=CC=1.C(N(CC)CC)C, predict the reaction product. The product is: [Si:14]([O:21][CH2:22][CH2:23][NH:24][C:25]1[N:26]=[C:27]([O:34][CH3:35])[C:28]([NH:33][C:11]([C:9]2[N:10]=[C:6]([Cl:5])[S:7][CH:8]=2)=[O:13])=[C:29]([O:31][CH3:32])[N:30]=1)([C:17]([CH3:20])([CH3:19])[CH3:18])([CH3:16])[CH3:15]. (7) Given the reactants [CH3:1][O:2][C:3](=[O:12])[C:4]1[CH:9]=[CH:8][C:7](Cl)=[C:6]([NH2:11])[CH:5]=1.[CH:13]1([C:18]#[C:19][C:20]2[CH:25]=[CH:24][CH:23]=[CH:22][N:21]=2)[CH2:17][CH2:16][CH2:15][CH2:14]1.[C:26]([O-])([O-])=O.[K+].[K+], predict the reaction product. The product is: [CH3:1][O:2][C:3]([C:4]1[CH:5]=[C:6]2[C:7]([C:18]([CH:13]3[CH2:17][CH2:16][CH2:15][CH2:14]3)=[C:19]([C:20]3[CH:25]=[CH:24][CH:23]=[CH:22][N:21]=3)[N:11]2[CH3:26])=[CH:8][CH:9]=1)=[O:12].